From a dataset of Full USPTO retrosynthesis dataset with 1.9M reactions from patents (1976-2016). Predict the reactants needed to synthesize the given product. (1) Given the product [NH2:1][C:4]1[CH:5]=[C:6]([C:10]2[CH:18]=[CH:17][C:13]([C:14]([NH2:16])=[O:15])=[C:12]([C:19]3[CH:24]=[CH:23][C:22]([O:25][C:26]4[CH:31]=[CH:30][CH:29]=[CH:28][CH:27]=4)=[CH:21][CH:20]=3)[N:11]=2)[CH:7]=[CH:8][CH:9]=1, predict the reactants needed to synthesize it. The reactants are: [N+:1]([C:4]1[CH:5]=[C:6]([C:10]2[CH:18]=[CH:17][C:13]([C:14]([NH2:16])=[O:15])=[C:12]([C:19]3[CH:24]=[CH:23][C:22]([O:25][C:26]4[CH:31]=[CH:30][CH:29]=[CH:28][CH:27]=4)=[CH:21][CH:20]=3)[N:11]=2)[CH:7]=[CH:8][CH:9]=1)([O-])=O. (2) Given the product [C:16]([O-:23])(=[O:22])/[CH:17]=[CH:18]/[CH:19]=[CH:20]/[CH3:21].[Na+:15], predict the reactants needed to synthesize it. The reactants are: C(=O)/C=C/C.C=C=O.Cl.NC(N)=O.[OH-].[Na+:15].[C:16]([OH:23])(=[O:22])/[CH:17]=[CH:18]/[CH:19]=[CH:20]/[CH3:21]. (3) Given the product [F:11][C:5]1[C:4]2[C:8](=[CH:9][CH:10]=[C:2]([B:12]3[O:16][C:15]([CH3:18])([CH3:17])[C:14]([CH3:20])([CH3:19])[O:13]3)[CH:3]=2)[NH:7][N:6]=1, predict the reactants needed to synthesize it. The reactants are: Br[C:2]1[CH:3]=[C:4]2[C:8](=[CH:9][CH:10]=1)[NH:7][N:6]=[C:5]2[F:11].[B:12]1([B:12]2[O:16][C:15]([CH3:18])([CH3:17])[C:14]([CH3:20])([CH3:19])[O:13]2)[O:16][C:15]([CH3:18])([CH3:17])[C:14]([CH3:20])([CH3:19])[O:13]1.CC([O-])=O.[K+]. (4) Given the product [CH2:23]([O:21][C:20](=[O:22])[CH2:19][C:11]1[CH:12]=[C:13]([C:15]([F:17])([F:18])[F:16])[CH:14]=[C:9]([O:8][CH2:1][C:2]2[CH:3]=[CH:4][CH:5]=[CH:6][CH:7]=2)[CH:10]=1)[CH3:24], predict the reactants needed to synthesize it. The reactants are: [CH2:1]([O:8][C:9]1[CH:10]=[C:11]([CH2:19][C:20]([OH:22])=[O:21])[CH:12]=[C:13]([C:15]([F:18])([F:17])[F:16])[CH:14]=1)[C:2]1[CH:7]=[CH:6][CH:5]=[CH:4][CH:3]=1.[CH2:23](O)[CH3:24]. (5) The reactants are: [CH:1]1[C:10]2[CH2:9][CH2:8][CH2:7][CH2:6][C:5]=2[CH:4]=[C:3]([C:11](OCC)=[O:12])[N:2]=1.[H-].[H-].[H-].[H-].[Li+].[Al+3].O.[OH-].[Na+]. Given the product [CH:1]1[C:10]2[CH2:9][CH2:8][CH2:7][CH2:6][C:5]=2[CH:4]=[C:3]([CH2:11][OH:12])[N:2]=1, predict the reactants needed to synthesize it.